From a dataset of Cav3 T-type calcium channel HTS with 100,875 compounds. Binary Classification. Given a drug SMILES string, predict its activity (active/inactive) in a high-throughput screening assay against a specified biological target. The compound is S(c1n(c(nn1)Cc1[nH]c(=O)[nH]c(=O)c1)c1cc(OC)ccc1)C(C)C(OCC)=O. The result is 0 (inactive).